This data is from Cav3 T-type calcium channel HTS with 100,875 compounds. The task is: Binary Classification. Given a drug SMILES string, predict its activity (active/inactive) in a high-throughput screening assay against a specified biological target. The drug is Clc1ccc(S(=O)(=O)NCCN(C(C)C)C(C)C)cc1. The result is 0 (inactive).